From a dataset of Reaction yield outcomes from USPTO patents with 853,638 reactions. Predict the reaction yield, written as a fraction of the theoretical maximum amount of product (1.0 means a 100% yield; for example, 0.34 means a 34% yield). (1) The reactants are [Br:1][C:2]1[CH:18]=[CH:17][C:5]([C:6]([C:8]2[CH:13]=[CH:12][C:11]([N:14]([CH3:16])[CH3:15])=[CH:10][CH:9]=2)=O)=[CH:4][CH:3]=1.[CH3:19][Mg]Br.[NH4+].[Cl-].O.C1(C)C=CC(S(O)(=O)=O)=CC=1.C(=O)(O)[O-].[K+]. The catalyst is C1C=CC=CC=1. The product is [Br:1][C:2]1[CH:18]=[CH:17][C:5]([C:6]([C:8]2[CH:13]=[CH:12][C:11]([N:14]([CH3:16])[CH3:15])=[CH:10][CH:9]=2)=[CH2:19])=[CH:4][CH:3]=1. The yield is 0.740. (2) The yield is 0.570. The reactants are [Cl:1][C:2]1[N:3]=[C:4]([N:17]2[CH2:22][CH2:21][O:20][CH2:19][CH2:18]2)[C:5]2[O:10][C:9]3[N:11]=[CH:12][C:13]([CH:15]=O)=[CH:14][C:8]=3[C:6]=2[N:7]=1.Cl.FC1C[CH2:29][NH:28][CH2:27]C1.CC([O-])=O.[Na+].[BH-](OC(C)=O)(OC(C)=O)OC(C)=O.[Na+].[BH3-]C#N.[Na+]. The product is [Cl:1][C:2]1[N:3]=[C:4]([N:17]2[CH2:22][CH2:21][O:20][CH2:19][CH2:18]2)[C:5]2[O:10][C:9]3[N:11]=[CH:12][C:13]([CH2:15][N:28]([CH3:29])[CH3:27])=[CH:14][C:8]=3[C:6]=2[N:7]=1. The catalyst is CN(C=O)C. (3) The reactants are [Br:1]N1C(=O)CCC1=O.N(C(C)(C)C#N)=NC(C)(C)C#N.[Br:21][C:22]1[C:26]2[CH:27]=[CH:28][CH:29]=[CH:30][C:25]=2[O:24][C:23]=1[CH3:31]. The catalyst is ClC1C=CC=CC=1. The product is [Br:21][C:22]1[C:26]2[CH:27]=[CH:28][CH:29]=[CH:30][C:25]=2[O:24][C:23]=1[CH2:31][Br:1]. The yield is 0.790. (4) The reactants are [CH2:1]([N:5]([CH2:14][CH2:15][CH2:16][CH3:17])[C:6]([C:8]1[CH:12]=[C:11]([CH3:13])[NH:10][N:9]=1)=[O:7])[CH2:2][CH2:3][CH3:4].I[C:19]1[CH:27]=[C:26]([O:28][CH3:29])[CH:25]=[CH:24][C:20]=1[C:21]([OH:23])=[O:22].C(=O)([O-])[O-].[Cs+].[Cs+].CO.C(Cl)Cl. The catalyst is O1CCOCC1.C(OCC)(=O)C.[Cu](I)I. The product is [CH2:1]([N:5]([CH2:14][CH2:15][CH2:16][CH3:17])[C:6]([C:8]1[CH:12]=[C:11]([CH3:13])[N:10]([C:19]2[CH:27]=[C:26]([O:28][CH3:29])[CH:25]=[CH:24][C:20]=2[C:21]([OH:23])=[O:22])[N:9]=1)=[O:7])[CH2:2][CH2:3][CH3:4]. The yield is 0.310. (5) The reactants are [Br:1][C:2]1[CH:3]=[C:4]([CH2:8][NH2:9])[CH:5]=[N:6][CH:7]=1.[CH:10]1([CH:15]=O)[CH2:14][CH2:13][CH2:12][CH2:11]1.[BH3-]C#N.[Na+]. The catalyst is CO. The product is [Br:1][C:2]1[CH:3]=[C:4]([CH2:8][NH:9][CH2:15][CH:10]2[CH2:14][CH2:13][CH2:12][CH2:11]2)[CH:5]=[N:6][CH:7]=1. The yield is 0.793. (6) The reactants are [C:1]12([C:11]3[CH:27]=[CH:26][C:14]([O:15][CH2:16][C:17]([N:19]4[CH2:24][CH2:23][N:22]([CH3:25])[CH2:21][CH2:20]4)=[O:18])=[CH:13][CH:12]=3)[CH2:10][CH:5]3[CH2:6][CH:7]([CH2:9][CH:3]([CH2:4]3)[CH2:2]1)[CH2:8]2.[S:28](=[O:32])(=[O:31])([OH:30])[OH:29]. No catalyst specified. The product is [S:28]([O-:32])([OH:31])(=[O:30])=[O:29].[C:1]12([C:11]3[CH:27]=[CH:26][C:14]([O:15][CH2:16][C:17]([N:19]4[CH2:24][CH2:23][NH+:22]([CH3:25])[CH2:21][CH2:20]4)=[O:18])=[CH:13][CH:12]=3)[CH2:10][CH:5]3[CH2:6][CH:7]([CH2:9][CH:3]([CH2:4]3)[CH2:2]1)[CH2:8]2. The yield is 0.850. (7) The reactants are [CH2:1]([O:8][C:9]1[CH:14]=[CH:13][C:12]([C:15]2(O)[CH2:20][CH2:19][C:18]([CH3:22])([CH3:21])[CH2:17][CH2:16]2)=[CH:11][CH:10]=1)[C:2]1[CH:7]=[CH:6][CH:5]=[CH:4][CH:3]=1.Cl. The catalyst is CO. The product is [CH2:1]([O:8][C:9]1[CH:10]=[CH:11][C:12]([C:15]2[CH2:20][CH2:19][C:18]([CH3:22])([CH3:21])[CH2:17][CH:16]=2)=[CH:13][CH:14]=1)[C:2]1[CH:3]=[CH:4][CH:5]=[CH:6][CH:7]=1. The yield is 0.390. (8) The yield is 0.770. The reactants are [CH3:1][C:2]1[CH:3]=[C:4]([CH:11]=[O:12])[CH:5]=[C:6]2[C:10]=1[NH:9][N:8]=[CH:7]2.C(N(CC)CC)C.[CH3:20][Si:21]([CH3:29])([CH3:28])[CH2:22][CH2:23][S:24](Cl)(=[O:26])=[O:25]. The catalyst is C(Cl)Cl. The product is [CH3:1][C:2]1[C:10]2[C:6](=[CH:7][N:8]([S:24]([CH2:23][CH2:22][Si:21]([CH3:29])([CH3:28])[CH3:20])(=[O:26])=[O:25])[N:9]=2)[CH:5]=[C:4]([CH:11]=[O:12])[CH:3]=1. (9) The reactants are F[C:2]1[CH:9]=[CH:8][C:5]([CH:6]=[O:7])=[CH:4][C:3]=1[C:10]1[S:11][CH:12]=[CH:13][CH:14]=1.[NH:15]1[CH2:19][CH2:18][CH2:17][CH2:16]1.C([O-])([O-])=O.[K+].[K+].O. The catalyst is CN(C)C=O. The product is [N:15]1([C:2]2[CH:9]=[CH:8][C:5]([CH:6]=[O:7])=[CH:4][C:3]=2[C:10]2[S:11][CH:12]=[CH:13][CH:14]=2)[CH2:19][CH2:18][CH2:17][CH2:16]1. The yield is 0.290.